This data is from Forward reaction prediction with 1.9M reactions from USPTO patents (1976-2016). The task is: Predict the product of the given reaction. (1) The product is: [Br:3][C:4]1[C:12]2[NH:11][C@H:10]3[CH2:13][CH2:14][N:15]([C:25]([O:27][CH2:28][CH3:29])=[O:26])[CH2:16][C@H:9]3[C:8]=2[CH:7]=[CH:6][CH:5]=1. Given the reactants [OH-].[Na+].[Br:3][C:4]1[C:12]2[NH:11][C@H:10]3[CH2:13][CH2:14][NH:15][CH2:16][C@H:9]3[C:8]=2[CH:7]=[CH:6][CH:5]=1.C(N(CC)CC)C.Cl[C:25]([O:27][CH2:28][CH3:29])=[O:26], predict the reaction product. (2) Given the reactants [C:1]([C:3]1[CH:8]=[CH:7][C:6]([N:9]([CH2:17][C:18]([F:21])([F:20])[F:19])[CH2:10][CH:11]([CH3:16])[C:12]([O:14]C)=[O:13])=[CH:5][C:4]=1[C:22]([F:25])([F:24])[F:23])#[N:2].[OH-].[Na+], predict the reaction product. The product is: [C:1]([C:3]1[CH:8]=[CH:7][C:6]([N:9]([CH2:17][C:18]([F:21])([F:19])[F:20])[CH2:10][CH:11]([CH3:16])[C:12]([OH:14])=[O:13])=[CH:5][C:4]=1[C:22]([F:23])([F:25])[F:24])#[N:2]. (3) Given the reactants [NH2:1][C:2]1[CH:7]=[C:6]([O:8][C:9]2[CH:14]=[CH:13][C:12]([N+:15]([O-])=O)=[CH:11][CH:10]=2)[CH:5]=[CH:4][N:3]=1.[Cl-].[NH4+].C(O)C.CN(C)C=O, predict the reaction product. The product is: [NH2:1][C:2]1[CH:7]=[C:6]([O:8][C:9]2[CH:14]=[CH:13][C:12]([NH2:15])=[CH:11][CH:10]=2)[CH:5]=[CH:4][N:3]=1.